This data is from Peptide-MHC class I binding affinity with 185,985 pairs from IEDB/IMGT. The task is: Regression. Given a peptide amino acid sequence and an MHC pseudo amino acid sequence, predict their binding affinity value. This is MHC class I binding data. (1) The peptide sequence is HYFQTRHYL. The MHC is Patr-A0401 with pseudo-sequence Patr-A0401. The binding affinity (normalized) is 0.763. (2) The peptide sequence is FEDLRLLSFI. The MHC is HLA-B40:02 with pseudo-sequence HLA-B40:02. The binding affinity (normalized) is 0.633. (3) The peptide sequence is HSGFIYFGK. The MHC is HLA-A29:02 with pseudo-sequence HLA-A29:02. The binding affinity (normalized) is 0.0847. (4) The peptide sequence is KICEYIRSY. The MHC is HLA-B15:09 with pseudo-sequence HLA-B15:09. The binding affinity (normalized) is 0.0847. (5) The peptide sequence is PIPSSMITTT. The MHC is Mamu-A01 with pseudo-sequence Mamu-A01. The binding affinity (normalized) is 0. (6) The peptide sequence is QEMGGNITRV. The MHC is Patr-B2401 with pseudo-sequence Patr-B2401. The binding affinity (normalized) is 0. (7) The peptide sequence is AYIAFPTSCHMFI. The MHC is HLA-B54:01 with pseudo-sequence HLA-B54:01. The binding affinity (normalized) is 0.